From a dataset of Reaction yield outcomes from USPTO patents with 853,638 reactions. Predict the reaction yield, written as a fraction of the theoretical maximum amount of product (1.0 means a 100% yield; for example, 0.34 means a 34% yield). (1) The reactants are [NH:1]1[CH2:6][CH2:5][O:4][CH2:3][CH2:2]1.[C:7]1([C:17]2[CH:22]=[CH:21][CH:20]=[CH:19][CH:18]=2)[CH:12]=[CH:11][C:10]([C:13](=[O:16])[CH2:14]Br)=[CH:9][CH:8]=1. The catalyst is CCOCC.ClCCl. The product is [C:7]1([C:17]2[CH:18]=[CH:19][CH:20]=[CH:21][CH:22]=2)[CH:8]=[CH:9][C:10]([C:13](=[O:16])[CH2:14][N:1]2[CH2:6][CH2:5][O:4][CH2:3][CH2:2]2)=[CH:11][CH:12]=1. The yield is 1.00. (2) The reactants are [Cl:1][C:2]1[C:7]([CH2:8][NH2:9])=[CH:6][CH:5]=[C:4]([C:10]([F:13])([F:12])[F:11])[N:3]=1.[F:14][C:15]1[CH:16]=[C:17]([CH:27]([CH3:31])[C:28](O)=[O:29])[CH:18]=[CH:19][C:20]=1[CH2:21][NH:22][S:23]([CH3:26])(=[O:25])=[O:24].ON1C2C=CC=CC=2N=N1.F[B-](F)(F)F.N1(OC(N(C)C)=[N+](C)C)C2C=CC=CC=2N=N1.C(N(C(C)C)C(C)C)C. The catalyst is O1CCCC1.CN(C)C=O. The product is [Cl:1][C:2]1[C:7]([CH2:8][NH:9][C:28](=[O:29])[CH:27]([C:17]2[CH:18]=[CH:19][C:20]([CH2:21][NH:22][S:23]([CH3:26])(=[O:24])=[O:25])=[C:15]([F:14])[CH:16]=2)[CH3:31])=[CH:6][CH:5]=[C:4]([C:10]([F:11])([F:12])[F:13])[N:3]=1. The yield is 0.610. (3) The reactants are [OH:1][C:2]1[C:13]2=[C:14]3[N:9]([CH2:10][CH2:11][CH2:12]2)[CH2:8][CH2:7][CH2:6][C:5]3=[CH:4][C:3]=1[CH:15]=[O:16].CI.[C:19](=O)([O-])[O-].[K+].[K+].O. The catalyst is CN1CCCC1=O.C(OCC)(=O)C. The product is [CH3:19][O:1][C:2]1[C:13]2=[C:14]3[N:9]([CH2:10][CH2:11][CH2:12]2)[CH2:8][CH2:7][CH2:6][C:5]3=[CH:4][C:3]=1[CH:15]=[O:16]. The yield is 0.990. (4) The reactants are C[Si](C)(C)CCOC[N:7]1[C:11]2[N:12]=[CH:13][N:14]=[C:15]([C:16]3[S:20][C:19]([CH:21]([CH2:25][C:26]#[N:27])[CH2:22][C:23]#[N:24])=[N:18][CH:17]=3)[C:10]=2[CH:9]=[CH:8]1.C(O)(C(F)(F)F)=O. The catalyst is C(Cl)Cl. The product is [N:12]1[C:11]2[NH:7][CH:8]=[CH:9][C:10]=2[C:15]([C:16]2[S:20][C:19]([CH:21]([CH2:25][C:26]#[N:27])[CH2:22][C:23]#[N:24])=[N:18][CH:17]=2)=[N:14][CH:13]=1. The yield is 0.620. (5) The reactants are Br[C:2]1[CH:3]=[C:4]([N:8]2[C:16]3[C:11](=[CH:12][CH:13]=[C:14]([O:17][CH3:18])[CH:15]=3)[C:10]([C:19]([O:21][CH3:22])=[O:20])=[N:9]2)[CH:5]=[CH:6][CH:7]=1.[C:23]([C@:25]1([OH:32])[CH2:29][CH2:28][N:27]([CH3:30])[C:26]1=[O:31])#[CH:24]. No catalyst specified. The product is [OH:32][C@@:25]1([C:23]#[C:24][C:2]2[CH:3]=[C:4]([N:8]3[C:16]4[C:11](=[CH:12][CH:13]=[C:14]([O:17][CH3:18])[CH:15]=4)[C:10]([C:19]([O:21][CH3:22])=[O:20])=[N:9]3)[CH:5]=[CH:6][CH:7]=2)[CH2:29][CH2:28][N:27]([CH3:30])[C:26]1=[O:31]. The yield is 0.860. (6) The reactants are [C:1]([O:5][C:6]([N:8]1[CH2:11][CH:10]([C:12]2[N:17]=[C:16]([C:18]([OH:20])=O)[CH:15]=[CH:14][CH:13]=2)[CH2:9]1)=[O:7])([CH3:4])([CH3:3])[CH3:2].[F:21][C:22]1[CH:34]=[CH:33][C:25]([O:26][CH:27]2[CH2:32][CH2:31][NH:30][CH2:29][CH2:28]2)=[CH:24][CH:23]=1.C(N(C(C)C)CC)(C)C.F[P-](F)(F)(F)(F)F.N1(OC(N(C)C)=[N+](C)C)C2N=CC=CC=2N=N1. The catalyst is CN(C=O)C. The product is [C:1]([O:5][C:6]([N:8]1[CH2:9][CH:10]([C:12]2[CH:13]=[CH:14][CH:15]=[C:16]([C:18]([N:30]3[CH2:29][CH2:28][CH:27]([O:26][C:25]4[CH:33]=[CH:34][C:22]([F:21])=[CH:23][CH:24]=4)[CH2:32][CH2:31]3)=[O:20])[N:17]=2)[CH2:11]1)=[O:7])([CH3:2])([CH3:3])[CH3:4]. The yield is 0.628.